From a dataset of Catalyst prediction with 721,799 reactions and 888 catalyst types from USPTO. Predict which catalyst facilitates the given reaction. (1) Reactant: [Br:1][C:2]1[CH:8]=[CH:7][C:5](N)=[C:4]([CH2:9][CH3:10])[CH:3]=1.S(=O)(=O)(O)O.N([O-])=O.[Na+].[I-:20].[K+]. Product: [Br:1][C:2]1[CH:8]=[CH:7][C:5]([I:20])=[C:4]([CH2:9][CH3:10])[CH:3]=1. The catalyst class is: 6. (2) Reactant: [C:12]([O:11][C:9](O[C:9]([O:11][C:12]([CH3:15])([CH3:14])[CH3:13])=[O:10])=[O:10])([CH3:15])([CH3:14])[CH3:13].N1C=CC=CC=1.[CH3:22][O:23][C:24](=[O:35])[CH2:25][CH:26]([NH2:34])[C:27]1[CH:32]=[CH:31][CH:30]=[CH:29][C:28]=1[Cl:33]. Product: [CH3:22][O:23][C:24](=[O:35])[CH2:25][CH:26]([NH:34][C:9]([O:11][C:12]([CH3:13])([CH3:14])[CH3:15])=[O:10])[C:27]1[CH:32]=[CH:31][CH:30]=[CH:29][C:28]=1[Cl:33]. The catalyst class is: 142.